Dataset: Full USPTO retrosynthesis dataset with 1.9M reactions from patents (1976-2016). Task: Predict the reactants needed to synthesize the given product. (1) Given the product [Cl:35][C:2]([Cl:1])([Cl:34])[CH2:3][O:4][C:5](=[O:33])[NH:6][C:7]1[CH:8]=[CH:9][C:10]([O:13][C:14]2[CH:19]=[CH:18][C:17]([C:20](=[O:29])[NH:21][C:22]3[CH:27]=[CH:26][C:25]([Br:28])=[CH:24][CH:23]=3)=[CH:16][C:15]=2[NH2:30])=[CH:11][CH:12]=1, predict the reactants needed to synthesize it. The reactants are: [Cl:1][C:2]([Cl:35])([Cl:34])[CH2:3][O:4][C:5](=[O:33])[NH:6][C:7]1[CH:12]=[CH:11][C:10]([O:13][C:14]2[CH:19]=[CH:18][C:17]([C:20](=[O:29])[NH:21][C:22]3[CH:27]=[CH:26][C:25]([Br:28])=[CH:24][CH:23]=3)=[CH:16][C:15]=2[N+:30]([O-])=O)=[CH:9][CH:8]=1.[Cl-].[NH4+]. (2) The reactants are: F[C:2]1[C:9]([F:10])=[CH:8][CH:7]=[C:6]([F:11])[C:3]=1[C:4]#[N:5].C(=O)([O-])[O-].[K+].[K+].[C:18]([O:22][C:23]([N:25]1[CH2:30][CH2:29][NH:28][CH2:27][CH2:26]1)=[O:24])([CH3:21])([CH3:20])[CH3:19]. Given the product [C:18]([O:22][C:23]([N:25]1[CH2:30][CH2:29][N:28]([C:2]2[C:9]([F:10])=[CH:8][CH:7]=[C:6]([F:11])[C:3]=2[C:4]#[N:5])[CH2:27][CH2:26]1)=[O:24])([CH3:21])([CH3:19])[CH3:20], predict the reactants needed to synthesize it. (3) Given the product [C:1]([N:4]1[C:12]2[C:7](=[CH:8][C:9]([C:13](=[O:15])[CH3:14])=[CH:10][CH:11]=2)[C:6](=[C:17]([C:18]2[CH:26]=[CH:25][C:24]3[O:23][CH2:22][O:21][C:20]=3[CH:19]=2)[OH:27])[C:5]1=[O:16])(=[O:3])[CH3:2], predict the reactants needed to synthesize it. The reactants are: [C:1]([N:4]1[C:12]2[C:7](=[CH:8][C:9]([C:13](=[O:15])[CH3:14])=[CH:10][CH:11]=2)[CH2:6][C:5]1=[O:16])(=[O:3])[CH3:2].[C:17](O)(=[O:27])[C:18]1[CH:26]=[CH:25][C:24]2[O:23][CH2:22][O:21][C:20]=2[CH:19]=1. (4) Given the product [CH3:1][O:2][C:3]1[CH:8]=[CH:7][C:6]([CH:9]=[CH:10][C:11]2[O:15][N:14]=[C:13]([CH2:16][CH2:17][CH3:18])[N:12]=2)=[CH:5][C:4]=1[NH:19][S:27]([CH3:26])(=[O:29])=[O:28], predict the reactants needed to synthesize it. The reactants are: [CH3:1][O:2][C:3]1[CH:8]=[CH:7][C:6]([CH:9]=[CH:10][C:11]2[O:15][N:14]=[C:13]([CH2:16][CH2:17][CH3:18])[N:12]=2)=[CH:5][C:4]=1[NH2:19].N1C=CC=CC=1.[CH3:26][S:27](Cl)(=[O:29])=[O:28]. (5) Given the product [CH3:1][C:2]1[CH:7]=[C:6]([CH3:8])[CH:5]=[C:4]([N+:9]([O-:11])=[O:10])[C:3]=1[NH:12][CH2:16][CH2:17][CH3:18], predict the reactants needed to synthesize it. The reactants are: [CH3:1][C:2]1[CH:7]=[C:6]([CH3:8])[CH:5]=[C:4]([N+:9]([O-:11])=[O:10])[C:3]=1[N:12]([CH2:16][CH2:17][CH3:18])C(=O)C.OS(O)(=O)=O. (6) Given the product [S:1]1[CH:5]=[CH:4][C:3]2[CH:6]=[C:7]([CH2:10][S:11]([N:14]([CH2:26][C:27]3[O:28][CH:29]=[CH:30][CH:31]=3)[C@H:15]([CH:20]3[CH2:25][CH2:24][CH2:23][CH2:22][CH2:21]3)[C:16]([NH:18][OH:19])=[O:17])(=[O:13])=[O:12])[CH:8]=[CH:9][C:2]1=2, predict the reactants needed to synthesize it. The reactants are: [S:1]1[CH:5]=[CH:4][C:3]2[CH:6]=[C:7]([CH2:10][S:11]([N:14]([CH2:26][C:27]3[O:28][CH:29]=[CH:30][CH:31]=3)[C@H:15]([CH:20]3[CH2:25][CH2:24][CH2:23][CH2:22][CH2:21]3)[C:16]([NH:18][OH:19])=[O:17])(=[O:13])=[O:12])[CH:8]=[CH:9][C:2]1=2.S1C=CC2C=C(CS(N([C@H](C3CCCCC3)C(O)=O)CC3OC=CC=3)(=O)=O)C=CC1=2.C(Cl)(=O)C(Cl)=O.NO.Cl.NO. (7) The reactants are: [CH3:1][O:2][C:3]1[CH:4]=[C:5]2[C:10](=[CH:11][C:12]=1[O:13][CH3:14])[N:9]=[CH:8][N:7]=[C:6]2[O:15][C:16]1[CH:17]=[C:18]([CH:20]=[CH:21][CH:22]=1)[NH2:19].[C:23]([C:27]1[CH:31]=[C:30]([NH:32][C:33](=O)[O:34]C2C=CC=CC=2)[O:29][N:28]=1)([CH3:26])([CH3:25])[CH3:24]. Given the product [C:23]([C:27]1[CH:31]=[C:30]([NH:32][C:33]([NH:19][C:18]2[CH:20]=[CH:21][CH:22]=[C:16]([O:15][C:6]3[C:5]4[C:10](=[CH:11][C:12]([O:13][CH3:14])=[C:3]([O:2][CH3:1])[CH:4]=4)[N:9]=[CH:8][N:7]=3)[CH:17]=2)=[O:34])[O:29][N:28]=1)([CH3:26])([CH3:24])[CH3:25], predict the reactants needed to synthesize it. (8) Given the product [OH:31][CH2:30][C:20]1([C:25]([O:27][CH2:28][CH3:29])=[O:26])[CH2:21][CH2:22][CH2:23][CH2:24][O:19]1, predict the reactants needed to synthesize it. The reactants are: [H-].C(O[Al](OC(C)(C)C)OC(C)(C)C)(C)(C)C.[Li+].[O:19]1[CH2:24][CH2:23][CH2:22][CH2:21][C:20]1([C:30](OCC)=[O:31])[C:25]([O:27][CH2:28][CH3:29])=[O:26].C1COCC1. (9) Given the product [F:23][C:20]1[CH:21]=[CH:22][C:17]([C:15]2[C:14]([C:24]([O:26][CH3:27])=[O:25])=[C:13]([CH:28]([CH3:30])[CH3:29])[N:12]=[C:11]([N:2]([CH3:1])[S:3]([CH3:6])(=[O:5])=[O:4])[N:16]=2)=[CH:18][CH:19]=1, predict the reactants needed to synthesize it. The reactants are: [CH3:1][NH:2][S:3]([CH3:6])(=[O:5])=[O:4].C(#N)C.Cl[C:11]1[N:16]=[C:15]([C:17]2[CH:22]=[CH:21][C:20]([F:23])=[CH:19][CH:18]=2)[C:14]([C:24]([O:26][CH3:27])=[O:25])=[C:13]([CH:28]([CH3:30])[CH3:29])[N:12]=1. (10) Given the product [OH:32][CH:31]([C:29]1[N:30]=[C:26]([C:21]2[CH:22]=[CH:23][CH:24]=[CH:25][N:20]=2)[S:27][CH:28]=1)[C:2]1[CH:11]=[CH:10][C:5]2[NH:6][C:7](=[O:9])[S:8][C:4]=2[CH:3]=1, predict the reactants needed to synthesize it. The reactants are: Br[C:2]1[CH:11]=[CH:10][C:5]2[NH:6][C:7](=[O:9])[S:8][C:4]=2[CH:3]=1.C[Mg]Br.C([Li])(C)(C)C.[N:20]1[CH:25]=[CH:24][CH:23]=[CH:22][C:21]=1[C:26]1[S:27][CH:28]=[C:29]([CH:31]=[O:32])[N:30]=1.